Dataset: Forward reaction prediction with 1.9M reactions from USPTO patents (1976-2016). Task: Predict the product of the given reaction. (1) Given the reactants Cl[C:2]1[N:3]=[C:4]([N:13]2[CH2:18][CH2:17][O:16][CH2:15][CH2:14]2)[C:5]2[S:10][C:9](I)=[C:8]([CH3:12])[C:6]=2[N:7]=1.[CH3:19][S:20]([C:23]1[CH:24]=[C:25](B(O)O)[CH:26]=[CH:27][CH:28]=1)(=[O:22])=[O:21].B(O)(O)[C:33]1[CH:38]=[N:37][CH:36]=[N:35][CH:34]=1, predict the reaction product. The product is: [CH3:12][C:8]1[C:6]2[N:7]=[C:2]([C:33]3[CH:34]=[N:35][CH:36]=[N:37][CH:38]=3)[N:3]=[C:4]([N:13]3[CH2:18][CH2:17][O:16][CH2:15][CH2:14]3)[C:5]=2[S:10][C:9]=1[C:27]1[CH:26]=[CH:25][CH:24]=[C:23]([S:20]([CH3:19])(=[O:22])=[O:21])[CH:28]=1. (2) Given the reactants Br[CH2:2][CH2:3][CH:4]([NH:11]C(OC(C)(C)C)=O)[C:5]1[CH:10]=[CH:9][CH:8]=[CH:7][CH:6]=1.[C:19]1([CH:25]([CH:27]2[CH2:32][CH2:31][NH:30][CH2:29][CH2:28]2)[OH:26])[CH:24]=[CH:23][CH:22]=[CH:21][CH:20]=1, predict the reaction product. The product is: [NH2:11][CH:4]([C:5]1[CH:6]=[CH:7][CH:8]=[CH:9][CH:10]=1)[CH2:3][CH2:2][N:30]1[CH2:29][CH2:28][CH:27]([CH:25]([C:19]2[CH:24]=[CH:23][CH:22]=[CH:21][CH:20]=2)[OH:26])[CH2:32][CH2:31]1.